Dataset: Full USPTO retrosynthesis dataset with 1.9M reactions from patents (1976-2016). Task: Predict the reactants needed to synthesize the given product. Given the product [C:15]([C:17]1[CH:18]=[C:19]([CH:23]=[CH:24][CH:25]=1)[C:20]([NH:14][CH2:13][C@H:10]1[CH2:11][CH2:12][C@@H:7]([C:1]2[CH:6]=[CH:5][CH:4]=[CH:3][CH:2]=2)[CH2:8][CH2:9]1)=[O:21])#[N:16], predict the reactants needed to synthesize it. The reactants are: [C:1]1([C@@H:7]2[CH2:12][CH2:11][C@H:10]([CH2:13][NH2:14])[CH2:9][CH2:8]2)[CH:6]=[CH:5][CH:4]=[CH:3][CH:2]=1.[C:15]([C:17]1[CH:18]=[C:19]([CH:23]=[CH:24][CH:25]=1)[C:20](Cl)=[O:21])#[N:16].CCN(CC)CC.